This data is from Full USPTO retrosynthesis dataset with 1.9M reactions from patents (1976-2016). The task is: Predict the reactants needed to synthesize the given product. (1) Given the product [CH2:6]([C:8]1[C:13]([CH3:14])=[CH:12][C:11]([NH:15][C:16](=[O:18])[CH3:17])=[C:10]([N+:19]([O-:21])=[O:20])[CH:9]=1)[CH3:7], predict the reactants needed to synthesize it. The reactants are: S(=O)(=O)(O)O.[CH2:6]([C:8]1[C:13]([CH3:14])=[CH:12][C:11]([NH:15][C:16](=[O:18])[CH3:17])=[CH:10][CH:9]=1)[CH3:7].[N+:19]([O-])([OH:21])=[O:20]. (2) The reactants are: C(OC(=O)[NH:7][C:8]1[CH:13]=[C:12]([O:14][CH2:15][C:16]([F:19])([F:18])[F:17])[C:11]([C:20]([F:23])([F:22])[F:21])=[CH:10][C:9]=1[NH:24][C:25](=[O:42])[CH2:26][C:27]([C:29]1[CH:34]=[CH:33][CH:32]=[C:31]([C:35]2[CH:36]=[N:37][C:38]([CH3:41])=[CH:39][CH:40]=2)[CH:30]=1)=O)(C)(C)C.C(O)(C(F)(F)F)=O. Given the product [CH3:41][C:38]1[N:37]=[CH:36][C:35]([C:31]2[CH:30]=[C:29]([C:27]3[CH2:26][C:25](=[O:42])[NH:24][C:9]4[CH:10]=[C:11]([C:20]([F:22])([F:23])[F:21])[C:12]([O:14][CH2:15][C:16]([F:17])([F:18])[F:19])=[CH:13][C:8]=4[N:7]=3)[CH:34]=[CH:33][CH:32]=2)=[CH:40][CH:39]=1, predict the reactants needed to synthesize it.